From a dataset of Reaction yield outcomes from USPTO patents with 853,638 reactions. Predict the reaction yield, written as a fraction of the theoretical maximum amount of product (1.0 means a 100% yield; for example, 0.34 means a 34% yield). (1) The reactants are [Br:1][C:2]1[C:11]2[C:6](=[CH:7][CH:8]=[C:9]([F:12])[CH:10]=2)[CH2:5][CH2:4][C:3]=1[CH:13]=[O:14].ClC1C(=O)C(C#N)=C(C#N)C(=O)C=1Cl. The catalyst is ClCCCl. The product is [Br:1][C:2]1[C:11]2[C:6](=[CH:7][CH:8]=[C:9]([F:12])[CH:10]=2)[CH:5]=[CH:4][C:3]=1[CH:13]=[O:14]. The yield is 0.260. (2) The reactants are Cl.Cl[C:3]1[S:4][C:5]2[C:6]([N:11]=1)=[N:7][CH:8]=[CH:9][CH:10]=2.C([O-])([O-])=O.[K+].[K+].[OH:18][CH2:19][C:20]1[CH:25]=[CH:24][C:23]([OH:26])=[CH:22][CH:21]=1. The catalyst is CC#N. The product is [S:4]1[C:5]2[C:6](=[N:7][CH:8]=[CH:9][CH:10]=2)[N:11]=[C:3]1[O:26][C:23]1[CH:24]=[CH:25][C:20]([CH2:19][OH:18])=[CH:21][CH:22]=1. The yield is 0.990. (3) The reactants are [F:1][C:2]1[C:3]([CH2:10][OH:11])=[CH:4][C:5]([O:8][CH3:9])=[N:6][CH:7]=1.CC(OI1(OC(C)=O)(OC(C)=O)OC(=O)C2C=CC=CC1=2)=O. The catalyst is C(Cl)Cl. The product is [F:1][C:2]1[C:3]([CH:10]=[O:11])=[CH:4][C:5]([O:8][CH3:9])=[N:6][CH:7]=1. The yield is 0.350. (4) The reactants are [Cl:1][C:2]1[CH:15]=[CH:14][C:5]([CH2:6][CH2:7][NH:8][C:9](=O)[O:10]CC)=[CH:4][C:3]=1[O:16][CH3:17].O=P12OP3(OP(OP(O3)(O1)=O)(=O)O2)=O. The catalyst is O=P(Cl)(Cl)Cl. The product is [Cl:1][C:2]1[CH:15]=[C:14]2[C:5]([CH2:6][CH2:7][NH:8][C:9]2=[O:10])=[CH:4][C:3]=1[O:16][CH3:17]. The yield is 0.555. (5) The reactants are [F:1][C:2]1[CH:7]=[CH:6][C:5]([N:8]2[C:12]([C:13]3[CH:23]=[CH:22][C:16]4[O:17][CH2:18][C:19](=[O:21])[NH:20][C:15]=4[CH:14]=3)=[CH:11][CH:10]=[N:9]2)=[CH:4][CH:3]=1.C1C(=O)N([Cl:31])C(=O)C1. The catalyst is CN(C=O)C.O. The product is [Cl:31][C:11]1[CH:10]=[N:9][N:8]([C:5]2[CH:6]=[CH:7][C:2]([F:1])=[CH:3][CH:4]=2)[C:12]=1[C:13]1[CH:23]=[CH:22][C:16]2[O:17][CH2:18][C:19](=[O:21])[NH:20][C:15]=2[CH:14]=1. The yield is 0.780.